From a dataset of Peptide-MHC class I binding affinity with 185,985 pairs from IEDB/IMGT. Regression. Given a peptide amino acid sequence and an MHC pseudo amino acid sequence, predict their binding affinity value. This is MHC class I binding data. The peptide sequence is KLWTSISCA. The MHC is HLA-B15:17 with pseudo-sequence HLA-B15:17. The binding affinity (normalized) is 0.0847.